This data is from Full USPTO retrosynthesis dataset with 1.9M reactions from patents (1976-2016). The task is: Predict the reactants needed to synthesize the given product. Given the product [CH2:27]([O:34][C:35]([N:37]1[CH:43]([C:14]2[NH:15][C:16]([C:19]3[CH:20]=[CH:21][C:22]4[C:23](=[CH:63][CH:64]=[C:65]([Br:68])[CH:66]=4)[CH:24]=3)=[CH:17][N:18]=2)[CH2:42][C:39]2([CH2:41][CH2:40]2)[CH2:38]1)=[O:36])[C:28]1[CH:29]=[CH:30][CH:31]=[CH:32][CH:33]=1, predict the reactants needed to synthesize it. The reactants are: C(OC(N1C([C:14]2[NH:15][C:16]([C:19]3[CH:24]=[CH:23][C:22](Br)=[CH:21][CH:20]=3)=[CH:17][N:18]=2)C2CC1CC2)=O)(C)(C)C.[CH2:27]([O:34][C:35]([N:37]1[CH2:43][CH2:42][C:39]2([CH2:41][CH2:40]2)[CH2:38]1)=[O:36])[C:28]1[CH:33]=[CH:32][CH:31]=[CH:30][CH:29]=1.C(OC(N1C(C(=O)NCC(C2C=[CH:66][C:65]([Br:68])=[CH:64][CH:63]=2)=O)C2CC1CC2)=O)(C)(C)C.